Dataset: Reaction yield outcomes from USPTO patents with 853,638 reactions. Task: Predict the reaction yield, written as a fraction of the theoretical maximum amount of product (1.0 means a 100% yield; for example, 0.34 means a 34% yield). (1) The reactants are O[CH:2]=[C:3]1[C:11]2[C:6](=[CH:7][C:8]([C:12]([C:14]3[CH:19]=[CH:18][C:17]([NH:20][C:21]([C:23]4[N:24]([C:29]([CH3:32])([CH3:31])[CH3:30])[N:25]=[C:26]([CH3:28])[CH:27]=4)=[O:22])=[CH:16][CH:15]=3)=[O:13])=[CH:9][CH:10]=2)[NH:5][C:4]1=[O:33].[NH2:34][C:35]1[CH:36]=[CH:37][C:38](OC)=[C:39]([OH:41])[CH:40]=1.[CH2:44]1COCC1. The product is [OH:41][C:39]1[CH:40]=[C:35]([NH:34][CH:2]=[C:3]2[C:11]3[C:6](=[CH:7][C:8]([C:12]([C:14]4[CH:19]=[CH:18][C:17]([NH:20][C:21]([C:23]5[N:24]([C:29]([CH3:32])([CH3:31])[CH3:30])[N:25]=[C:26]([CH3:28])[CH:27]=5)=[O:22])=[CH:16][CH:15]=4)=[O:13])=[CH:9][CH:10]=3)[NH:5][C:4]2=[O:33])[CH:36]=[CH:37][C:38]=1[CH3:44]. No catalyst specified. The yield is 0.320. (2) The reactants are CC1C=CC=C([N+]([O-])=O)C=1C(OC(C1C([N+]([O-])=O)=CC=CC=1C)=O)=O.[CH2:26]([O:33][C@H:34]([C@@H:50]([O:54][CH2:55][C:56]1[CH:61]=[CH:60][CH:59]=[CH:58][CH:57]=1)[C@@H:51]([OH:53])[CH3:52])[CH2:35][CH2:36][CH2:37][C@H:38]([NH:42][C:43]([O:45][C:46]([CH3:49])([CH3:48])[CH3:47])=[O:44])[C:39]([OH:41])=O)[C:27]1[CH:32]=[CH:31][CH:30]=[CH:29][CH:28]=1. The catalyst is CN(C1C=CN=CC=1)C.C(Cl)Cl. The product is [CH2:26]([O:33][C@@H:34]1[C@@H:50]([O:54][CH2:55][C:56]2[CH:61]=[CH:60][CH:59]=[CH:58][CH:57]=2)[C@H:51]([CH3:52])[O:53][C:39](=[O:41])[C@@H:38]([NH:42][C:43](=[O:44])[O:45][C:46]([CH3:49])([CH3:47])[CH3:48])[CH2:37][CH2:36][CH2:35]1)[C:27]1[CH:32]=[CH:31][CH:30]=[CH:29][CH:28]=1. The yield is 0.780. (3) The reactants are [F:1][C:2]1[CH:7]=[C:6]([F:8])[CH:5]=[CH:4][C:3]=1[N:9]1[C:17](=[O:18])[C:16]2[C@@H:15]3[C:19]([CH3:21])([CH3:20])[C@@:12]([CH3:22])([CH2:13][CH2:14]3)[C:11]=2[NH:10]1.Br[CH2:24][CH2:25][C:26]([F:29])([F:28])[F:27].[I-].ClCCl. The catalyst is [I-].C([N+](CCCC)(CCCC)CCCC)CCC.CN(C)C=O. The product is [F:1][C:2]1[CH:7]=[C:6]([F:8])[CH:5]=[CH:4][C:3]=1[N:9]1[C:17](=[O:18])[C:16]2[C@@H:15]3[C:19]([CH3:21])([CH3:20])[C@@:12]([CH3:22])([CH2:13][CH2:14]3)[C:11]=2[N:10]1[CH2:24][CH2:25][C:26]([F:29])([F:28])[F:27]. The yield is 0.170. (4) The reactants are [NH2:1][CH2:2][CH2:3][CH2:4][N:5]([CH3:35])[C@@H:6]1[CH2:13][N:12]2[C:14]3[CH:15]=[C:16]([C:27]([O:29][CH3:30])=[O:28])[CH:17]=[CH:18][C:19]=3[C:20]([CH:21]3[CH2:26][CH2:25][CH2:24][CH2:23][CH2:22]3)=[C:11]2[C:10]2[CH:31]=[CH:32][CH:33]=[CH:34][C:9]=2[O:8][CH2:7]1.[CH:36](OCC(F)(F)F)=O. The catalyst is C1COCC1. The product is [CH:21]1([C:20]2[C:19]3[CH:18]=[CH:17][C:16]([C:27]([O:29][CH3:30])=[O:28])=[CH:15][C:14]=3[N:12]3[C:11]=2[C:10]2[CH:31]=[CH:32][CH:33]=[CH:34][C:9]=2[O:8][CH2:7][C@H:6]([N:5]([CH3:35])[CH2:4][CH2:3][CH2:2][NH:1][CH3:36])[CH2:13]3)[CH2:26][CH2:25][CH2:24][CH2:23][CH2:22]1. The yield is 0.800. (5) The reactants are [OH:1][C:2]1[CH:3]=[C:4]([C:14]2[N:15]([C:24]([O:26][C:27]([CH3:30])([CH3:29])[CH3:28])=[O:25])[C:16]([C:19]3[S:20][CH:21]=[CH:22][N:23]=3)=[CH:17][CH:18]=2)[CH:5]=[C:6]([O:8][C@@H:9]([CH3:13])[CH2:10][O:11][CH3:12])[CH:7]=1.[CH3:31][O:32][C:33]([C:35]1[CH:40]=[CH:39][C:38](B(O)O)=[CH:37][CH:36]=1)=[O:34].C(N(CC)CC)C. The catalyst is ClCCl.C([O-])(=O)C.[Cu+2].C([O-])(=O)C. The product is [CH3:31][O:32][C:33]([C:35]1[CH:40]=[CH:39][C:38]([O:1][C:2]2[CH:3]=[C:4]([C:14]3[N:15]([C:24]([O:26][C:27]([CH3:29])([CH3:28])[CH3:30])=[O:25])[C:16]([C:19]4[S:20][CH:21]=[CH:22][N:23]=4)=[CH:17][CH:18]=3)[CH:5]=[C:6]([O:8][C@@H:9]([CH3:13])[CH2:10][O:11][CH3:12])[CH:7]=2)=[CH:37][CH:36]=1)=[O:34]. The yield is 0.460. (6) The reactants are [Cl:1][C:2]1[CH:42]=[CH:41][C:5]([CH2:6][N:7]2[C:15]3[C:14](=[O:16])[N:13](CC4C=CC(OC)=CC=4)[C:12](=[O:26])[N:11]([CH3:27])[C:10]=3[N:9]=[C:8]2[C:28](=[O:40])[C:29]2[CH:34]=[CH:33][CH:32]=[C:31]([O:35][C:36]([F:39])([F:38])[F:37])[CH:30]=2)=[CH:4][CH:3]=1.C(O)(C(F)(F)F)=O.FC(F)(F)S(O)(=O)=O. The catalyst is C(Cl)Cl. The product is [Cl:1][C:2]1[CH:3]=[CH:4][C:5]([CH2:6][N:7]2[C:15]3[C:14](=[O:16])[NH:13][C:12](=[O:26])[N:11]([CH3:27])[C:10]=3[N:9]=[C:8]2[C:28](=[O:40])[C:29]2[CH:34]=[CH:33][CH:32]=[C:31]([O:35][C:36]([F:37])([F:38])[F:39])[CH:30]=2)=[CH:41][CH:42]=1. The yield is 0.837. (7) The reactants are [C:1]([O:5][C:6](=[O:26])[CH2:7][C@@H:8]([CH2:14]OS(C1C=CC(C)=CC=1)(=O)=O)[C@@H:9]([CH3:13])[CH:10]([CH3:12])[CH3:11])([CH3:4])([CH3:3])[CH3:2].[N-:27]=[N+:28]=[N-:29].[Na+].O. The catalyst is CS(C)=O. The product is [C:1]([O:5][C:6](=[O:26])[CH2:7][C@@H:8]([CH2:14][N:27]=[N+:28]=[N-:29])[C@@H:9]([CH3:13])[CH:10]([CH3:12])[CH3:11])([CH3:4])([CH3:3])[CH3:2]. The yield is 0.800.